From a dataset of Full USPTO retrosynthesis dataset with 1.9M reactions from patents (1976-2016). Predict the reactants needed to synthesize the given product. (1) Given the product [CH3:27][N:28]([C:54]1[CH:59]=[CH:58][CH:57]=[CH:56][CH:55]=1)[C:29]1[CH:37]=[C:36]2[C:32]([C:33]([CH:46]=[CH:47][C:48]3[CH:53]=[CH:52][CH:51]=[CH:50][CH:49]=3)=[N:34][NH:35]2)=[CH:31][CH:30]=1, predict the reactants needed to synthesize it. The reactants are: IC1C=C2C(C(C=CC3C=CC=CC=3)=NN2COCC[Si](C)(C)C)=CC=1.[CH3:27][N:28]([C:54]1[CH:59]=[CH:58][CH:57]=[CH:56][CH:55]=1)[C:29]1[CH:37]=[C:36]2[C:32]([C:33]([CH:46]=[CH:47][C:48]3[CH:53]=[CH:52][CH:51]=[CH:50][CH:49]=3)=[N:34][N:35]2COCC[Si](C)(C)C)=[CH:31][CH:30]=1.[K+].[Br-]. (2) Given the product [C:1]([C:3]1[CH:8]=[CH:7][C:6]([CH:9]2[C:18]3[C:13](=[CH:14][C:15]([CH3:20])=[N:16][C:17]=3[O:19][CH2:28][CH3:29])[NH:12][C:11]([CH3:21])=[C:10]2[C:22]#[N:23])=[C:5]([O:24][CH3:25])[CH:4]=1)#[N:2], predict the reactants needed to synthesize it. The reactants are: [C:1]([C:3]1[CH:8]=[CH:7][C:6]([CH:9]2[C:18]3[C:17](=[O:19])[NH:16][C:15]([CH3:20])=[CH:14][C:13]=3[NH:12][C:11]([CH3:21])=[C:10]2[C:22]#[N:23])=[C:5]([O:24][CH3:25])[CH:4]=1)#[N:2].C(OCC)(OCC)O[CH2:28][CH3:29]. (3) Given the product [OH:16][C:15]1[C:10]2[CH:9]([CH3:33])[CH2:8][O:7][C:6]3[CH:34]=[C:2]([N:41]4[CH2:45][CH2:44][CH2:43][CH2:42]4)[CH:3]=[CH:4][C:5]=3[C:11]=2[NH:12][C:13](=[O:21])[C:14]=1[C:17]([OH:19])=[O:18], predict the reactants needed to synthesize it. The reactants are: Br[C:2]1[CH:3]=[CH:4][C:5]2[C:11]3[N:12](CC4C=CC(OC)=CC=4OC)[C:13](=[O:21])[C:14]([C:17]([O:19]C)=[O:18])=[C:15]([OH:16])[C:10]=3[CH:9]([CH3:33])[CH2:8][O:7][C:6]=2[CH:34]=1.CC([O-])(C)C.[Na+].[NH:41]1[CH2:45][CH2:44][CH2:43][CH2:42]1.Cl. (4) Given the product [CH2:13]([C:10]1[CH:9]=[CH:8][CH:7]=[C:3]2[C:4]([NH:5][C:1](=[O:11])[C:2]=12)=[O:6])[C@H:15]1[O:17][CH2:16]1, predict the reactants needed to synthesize it. The reactants are: [C:1]1(=[O:11])[NH:5][C:4](=[O:6])[C:3]2=[CH:7][CH:8]=[CH:9][CH:10]=[C:2]12.[K].[CH2:13]([C@@H:15]1[O:17][CH2:16]1)Cl. (5) Given the product [Cl:1][C:2]1[CH:3]=[C:4]([NH:9][C:10](=[O:11])[NH:13][NH:12][C:14]([O:16][CH3:17])=[O:15])[CH:5]=[C:6]([Cl:8])[CH:7]=1, predict the reactants needed to synthesize it. The reactants are: [Cl:1][C:2]1[CH:3]=[C:4]([N:9]=[C:10]=[O:11])[CH:5]=[C:6]([Cl:8])[CH:7]=1.[NH:12]([C:14]([O:16][CH3:17])=[O:15])[NH2:13]. (6) Given the product [F:30][C:27]1[CH:28]=[CH:29][C:24]([N:8]2[C:9](=[O:23])[C:10]3[C:15]([C:16]4[CH:21]=[CH:20][C:19]([F:22])=[CH:18][CH:17]=4)=[CH:14][S:13][C:11]=3[N:12]=[C:7]2[S:6][CH2:5][C:4]([OH:31])=[O:3])=[CH:25][CH:26]=1, predict the reactants needed to synthesize it. The reactants are: C([O:3][C:4](=[O:31])[CH2:5][S:6][C:7]1[N:8]([C:24]2[CH:29]=[CH:28][C:27]([F:30])=[CH:26][CH:25]=2)[C:9](=[O:23])[C:10]2[C:15]([C:16]3[CH:21]=[CH:20][C:19]([F:22])=[CH:18][CH:17]=3)=[CH:14][S:13][C:11]=2[N:12]=1)C.[OH-].[Na+].Cl.